This data is from Reaction yield outcomes from USPTO patents with 853,638 reactions. The task is: Predict the reaction yield, written as a fraction of the theoretical maximum amount of product (1.0 means a 100% yield; for example, 0.34 means a 34% yield). (1) The reactants are [C:1]([C:4]1[CH:9]=[CH:8][C:7](OS(C(F)(F)F)(=O)=O)=[CH:6][C:5]=1[CH3:18])(=[O:3])[CH3:2].[F:19][C:20]([F:31])([F:30])[C:21]1[CH:26]=[CH:25][C:24](B(O)O)=[CH:23][CH:22]=1.C(=O)([O-])[O-].[K+].[K+].CCOC(C)=O.CCCCCC. The catalyst is O1CCOCC1.O.C1C=CC([P]([Pd]([P](C2C=CC=CC=2)(C2C=CC=CC=2)C2C=CC=CC=2)([P](C2C=CC=CC=2)(C2C=CC=CC=2)C2C=CC=CC=2)[P](C2C=CC=CC=2)(C2C=CC=CC=2)C2C=CC=CC=2)(C2C=CC=CC=2)C2C=CC=CC=2)=CC=1. The product is [CH3:18][C:5]1[CH:6]=[C:7]([C:24]2[CH:25]=[CH:26][C:21]([C:20]([F:31])([F:30])[F:19])=[CH:22][CH:23]=2)[CH:8]=[CH:9][C:4]=1[C:1](=[O:3])[CH3:2]. The yield is 0.960. (2) The reactants are Br[C:2]1[CH:9]=[CH:8][C:5]([CH:6]=[O:7])=[CH:4][CH:3]=1.[C:10]([N:14]1[C:18]([C:19]2[CH:24]=[CH:23][C:22](F)=[CH:21][CH:20]=2)=[CH:17][C:16]([C:26]([NH2:28])=[O:27])=[N:15]1)([CH3:13])([CH3:12])[CH3:11].C(=O)([O-])[O-].[Cs+].[Cs+]. The catalyst is O1CCOCC1. The product is [CH:6]([C:5]1[CH:8]=[CH:9][C:2]([NH:28][C:26]([C:16]2[CH:17]=[C:18]([C:19]3[CH:20]=[CH:21][CH:22]=[CH:23][CH:24]=3)[N:14]([C:10]([CH3:13])([CH3:12])[CH3:11])[N:15]=2)=[O:27])=[CH:3][CH:4]=1)=[O:7]. The yield is 0.520. (3) The reactants are C([O-])=O.[NH4+].[C:5]([O:9][C:10](=[O:44])[NH:11][CH2:12][C:13]1[CH:18]=[CH:17][CH:16]=[C:15]2[N:19]([C:34]3[C:35]4[C@H:42]([CH3:43])[CH2:41][CH2:40][C:36]=4[N:37]=[CH:38][N:39]=3)[CH2:20][C:21]3([CH2:26][CH2:25][N:24](CC4C=CC=CC=4)[CH2:23][CH2:22]3)[C:14]=12)([CH3:8])([CH3:7])[CH3:6]. The catalyst is CO.[Pd]. The product is [C:5]([O:9][C:10](=[O:44])[NH:11][CH2:12][C:13]1[CH:18]=[CH:17][CH:16]=[C:15]2[N:19]([C:34]3[C:35]4[C@H:42]([CH3:43])[CH2:41][CH2:40][C:36]=4[N:37]=[CH:38][N:39]=3)[CH2:20][C:21]3([CH2:22][CH2:23][NH:24][CH2:25][CH2:26]3)[C:14]=12)([CH3:8])([CH3:6])[CH3:7]. The yield is 0.960. (4) The yield is 0.870. The product is [C:29]([O:28][C:26]([NH:25][C@@H:15]1[C:14](=[O:33])[N:13]2[C@@H:9]([CH2:10][C@@H:11]([O:34][C:35]([N:37]3[CH2:38][C:39]4[C:44](=[CH:43][CH:42]=[CH:41][CH:40]=4)[CH2:45]3)=[O:36])[CH2:12]2)[C:8](=[O:46])[NH:7][C@@:6]2([C:4]([OH:5])=[O:3])[C@@H:23]([CH2:24]2)[CH:22]=[CH:21][CH2:20][CH2:19][CH2:18][CH2:17][CH2:16]1)=[O:27])([CH3:32])([CH3:30])[CH3:31]. The reactants are C([O:3][C:4]([C@@:6]12[CH2:24][C@H:23]1[CH:22]=[CH:21][CH2:20][CH2:19][CH2:18][CH2:17][CH2:16][C@H:15]([NH:25][C:26]([O:28][C:29]([CH3:32])([CH3:31])[CH3:30])=[O:27])[C:14](=[O:33])[N:13]1[C@@H:9]([CH2:10][C@@H:11]([O:34][C:35]([N:37]3[CH2:45][C:44]4[C:39](=[CH:40][CH:41]=[CH:42][CH:43]=4)[CH2:38]3)=[O:36])[CH2:12]1)[C:8](=[O:46])[NH:7]2)=[O:5])C.O[Li].O. The catalyst is C(Cl)Cl.CO. (5) The reactants are [NH2:1][C:2]1[CH:7]=[CH:6][C:5]([S:8]([N:11]([CH2:33][CH3:34])[C:12]2[CH:32]=[CH:31][C:15]3[N:16]([CH2:24][CH:25]4[CH2:30][CH2:29][O:28][CH2:27][CH2:26]4)[C:17]([C:19]([O:22][CH3:23])([CH3:21])[CH3:20])=[N:18][C:14]=3[CH:13]=2)(=[O:10])=[O:9])=[CH:4][CH:3]=1.[C:35]([O:38][CH2:39][C:40](Cl)=[O:41])(=[O:37])[CH3:36]. The catalyst is CN(C1C=CN=CC=1)C.CC#N. The product is [C:35]([O:38][CH2:39][C:40]([NH:1][C:2]1[CH:3]=[CH:4][C:5]([S:8]([N:11]([CH2:33][CH3:34])[C:12]2[CH:32]=[CH:31][C:15]3[N:16]([CH2:24][CH:25]4[CH2:30][CH2:29][O:28][CH2:27][CH2:26]4)[C:17]([C:19]([O:22][CH3:23])([CH3:20])[CH3:21])=[N:18][C:14]=3[CH:13]=2)(=[O:10])=[O:9])=[CH:6][CH:7]=1)=[O:41])(=[O:37])[CH3:36]. The yield is 0.630. (6) The reactants are [F:1][C:2]1[CH:36]=[C:35]([NH:37][C:38]([NH:40][C:41](=[O:49])[CH2:42][C:43]2[CH:48]=[CH:47][CH:46]=[CH:45][CH:44]=2)=[S:39])[CH:34]=[CH:33][C:3]=1[O:4][C:5]1[CH:10]=[CH:9][N:8]=[C:7]2[CH:11]=[C:12]([C:14]3[N:15]([CH3:32])[C:16]([CH2:19][N:20]([CH2:28][CH2:29][O:30][CH3:31])C(=O)OC(C)(C)C)=[CH:17][N:18]=3)[S:13][C:6]=12.C(O)(C(F)(F)F)=O. The catalyst is C1(C)C=CC=CC=1. The product is [F:1][C:2]1[CH:36]=[C:35]([NH:37][C:38]([NH:40][C:41](=[O:49])[CH2:42][C:43]2[CH:44]=[CH:45][CH:46]=[CH:47][CH:48]=2)=[S:39])[CH:34]=[CH:33][C:3]=1[O:4][C:5]1[CH:10]=[CH:9][N:8]=[C:7]2[CH:11]=[C:12]([C:14]3[N:15]([CH3:32])[C:16]([CH2:19][NH:20][CH2:28][CH2:29][O:30][CH3:31])=[CH:17][N:18]=3)[S:13][C:6]=12. The yield is 0.650. (7) The reactants are C([O-])=O.[NH4+:4].[C:5]([O:9][C:10]([N:12]1[CH2:17][CH2:16][C:15](=O)[CH2:14][CH2:13]1)=[O:11])([CH3:8])([CH3:7])[CH3:6].[OH-].[Na+]. The catalyst is N.[Pd]. The product is [C:5]([O:9][C:10]([N:12]1[CH2:17][CH2:16][CH:15]([NH2:4])[CH2:14][CH2:13]1)=[O:11])([CH3:8])([CH3:7])[CH3:6]. The yield is 0.830. (8) The reactants are Cl[C:2]1[C:7]([CH2:8][CH2:9][CH3:10])=[C:6]([N:11]2[CH2:16][CH2:15][CH:14]([C:17]3[N:26]=[C:25]4[C:20]([CH2:21][CH2:22][CH2:23][NH:24]4)=[CH:19][CH:18]=3)[CH2:13][CH2:12]2)[N:5]=[CH:4][N:3]=1.[NH2:27][CH2:28][C@@H:29]([C:41]([O:43][C:44]([CH3:47])([CH3:46])[CH3:45])=[O:42])[NH:30][C:31]([O:33][CH2:34][C:35]1[CH:40]=[CH:39][CH:38]=[CH:37][CH:36]=1)=[O:32].[F-].[Cs+].C1(P(C2C=CC=CC=2)C2C=CC3C(=CC=CC=3)C=2C2C3C(=CC=CC=3)C=CC=2P(C2C=CC=CC=2)C2C=CC=CC=2)C=CC=CC=1. The catalyst is O1CCOCC1.C1C=CC(/C=C/C(/C=C/C2C=CC=CC=2)=O)=CC=1.C1C=CC(/C=C/C(/C=C/C2C=CC=CC=2)=O)=CC=1.C1C=CC(/C=C/C(/C=C/C2C=CC=CC=2)=O)=CC=1.[Pd].[Pd]. The product is [CH3:45][C:44]([O:43][C:41](=[O:42])[C@H:29]([CH2:28][NH:27][C:2]1[C:7]([CH2:8][CH2:9][CH3:10])=[C:6]([N:11]2[CH2:16][CH2:15][CH:14]([C:17]3[N:26]=[C:25]4[C:20]([CH2:21][CH2:22][CH2:23][NH:24]4)=[CH:19][CH:18]=3)[CH2:13][CH2:12]2)[N:5]=[CH:4][N:3]=1)[NH:30][C:31]([O:33][CH2:34][C:35]1[CH:40]=[CH:39][CH:38]=[CH:37][CH:36]=1)=[O:32])([CH3:47])[CH3:46]. The yield is 0.610. (9) The reactants are [CH3:1][O:2][C:3]1[C:4]2[C:15]([C:16]3[CH:21]=[CH:20][CH:19]=[CH:18][CH:17]=3)=[C:14]([C:22]3[CH:27]=[CH:26][C:25]([C:28]4([NH:32][C:33](=[O:39])[O:34][C:35]([CH3:38])([CH3:37])[CH3:36])[CH2:31][CH2:30][CH2:29]4)=[CH:24][CH:23]=3)[O:13][C:5]=2[N:6]=[C:7](S(C)(=O)=O)[N:8]=1.[CH2:40]([OH:43])[CH2:41][OH:42].CCN(C(C)C)C(C)C. The catalyst is C1(C)C=CC=CC=1.CN(C=O)C.C(Cl)Cl.[Cl-].[Na+].O. The product is [OH:42][CH2:41][CH2:40][O:43][C:7]1[N:8]=[C:3]([O:2][CH3:1])[C:4]2[C:15]([C:16]3[CH:21]=[CH:20][CH:19]=[CH:18][CH:17]=3)=[C:14]([C:22]3[CH:27]=[CH:26][C:25]([C:28]4([NH:32][C:33](=[O:39])[O:34][C:35]([CH3:38])([CH3:37])[CH3:36])[CH2:31][CH2:30][CH2:29]4)=[CH:24][CH:23]=3)[O:13][C:5]=2[N:6]=1. The yield is 0.460.